From a dataset of Peptide-MHC class II binding affinity with 134,281 pairs from IEDB. Regression. Given a peptide amino acid sequence and an MHC pseudo amino acid sequence, predict their binding affinity value. This is MHC class II binding data. (1) The peptide sequence is YKLIDNSLILLECFV. The MHC is DRB1_1501 with pseudo-sequence DRB1_1501. The binding affinity (normalized) is 0.429. (2) The peptide sequence is EFVKIVQKRGIVKENI. The MHC is DRB1_1201 with pseudo-sequence DRB1_1201. The binding affinity (normalized) is 0.377. (3) The peptide sequence is EKKYFAATWFEPLAA. The MHC is HLA-DPA10301-DPB10402 with pseudo-sequence HLA-DPA10301-DPB10402. The binding affinity (normalized) is 1.00. (4) The peptide sequence is VLHHMVKISGGP. The MHC is DRB1_1101 with pseudo-sequence DRB1_1101. The binding affinity (normalized) is 0.694. (5) The peptide sequence is SRPYNIYPHGITDVHPLYSR. The MHC is DRB1_0403 with pseudo-sequence DRB1_0403. The binding affinity (normalized) is 0.236. (6) The peptide sequence is AYEGQRVVFIQPSPV. The MHC is DRB1_1302 with pseudo-sequence DRB1_1302. The binding affinity (normalized) is 0.921. (7) The peptide sequence is RSRSRLGFSSEVLKL. The MHC is DRB1_0101 with pseudo-sequence DRB1_0101. The binding affinity (normalized) is 0.524.